The task is: Predict the reactants needed to synthesize the given product.. This data is from Full USPTO retrosynthesis dataset with 1.9M reactions from patents (1976-2016). (1) Given the product [OH:10][C:7]1[C:6]([CH3:11])=[C:5]2[C:3](=[C:2]([CH3:1])[C:8]=1[CH3:9])[O:4][C:3](=[O:4])[CH2:2][C:8]2([CH3:9])[CH3:7], predict the reactants needed to synthesize it. The reactants are: [CH3:1][C:2]1[C:8]([CH3:9])=[C:7]([OH:10])[C:6]([CH3:11])=[CH:5][C:3]=1[OH:4]. (2) Given the product [Br:22][C:20]1[CH:21]=[C:16]([NH:15][C:2]2[C:7]3[C:8]4[CH2:14][CH2:13][CH2:12][CH2:11][C:9]=4[Se:10][C:6]=3[N:5]=[CH:4][N:3]=2)[CH:17]=[N:18][CH:19]=1, predict the reactants needed to synthesize it. The reactants are: Cl[C:2]1[C:7]2[C:8]3[CH2:14][CH2:13][CH2:12][CH2:11][C:9]=3[Se:10][C:6]=2[N:5]=[CH:4][N:3]=1.[NH2:15][C:16]1[CH:17]=[N:18][CH:19]=[C:20]([Br:22])[CH:21]=1.[OH-].[Na+].O. (3) Given the product [F:1][C:2]1[C:7]([O:8][CH3:9])=[C:6]([O:10][CH3:11])[CH:5]=[CH:4][C:3]=1[C@@:12]12[CH2:20][CH2:19][C@@H:18]([NH2:33])[CH2:17][C@@H:16]1[N:15]([CH3:22])[CH2:14][CH2:13]2, predict the reactants needed to synthesize it. The reactants are: [F:1][C:2]1[C:7]([O:8][CH3:9])=[C:6]([O:10][CH3:11])[CH:5]=[CH:4][C:3]=1[C@@:12]12[CH2:20][CH2:19][C:18](=O)[CH2:17][C@@H:16]1[N:15]([CH3:22])[CH2:14][CH2:13]2.FC(F)(F)C(O)=O.[NH4+].[BH3-]C#[N:33].[Na+].[OH-].[Na+].C(O)(=O)CCC1C=CC=CC=1. (4) The reactants are: [C:1]1([CH2:7][CH2:8][CH2:9][CH:10]([CH2:14][CH2:15][CH2:16][C:17]2[CH:22]=[CH:21][CH:20]=[CH:19][CH:18]=2)[C:11]([OH:13])=O)[CH:6]=[CH:5][CH:4]=[CH:3][CH:2]=1.[CH2:23]([N:25]([CH2:28][CH3:29])[CH2:26][CH3:27])C.ON1C2[CH:36]=[CH:37][CH:38]=[CH:39][C:34]=2N=N1.Cl.C[N:42](C)[CH2:43][CH2:44]CN=C=NCC. Given the product [CH2:26]([N:25]1[CH2:28][CH2:29][CH2:44][CH2:43][N:42]([C:11](=[O:13])[CH:10]([CH2:9][CH2:8][CH2:7][C:1]2[CH:2]=[CH:3][CH:4]=[CH:5][CH:6]=2)[CH2:14][CH2:15][CH2:16][C:17]2[CH:22]=[CH:21][CH:20]=[CH:19][CH:18]=2)[CH2:23]1)[C:27]1[CH:36]=[CH:37][CH:38]=[CH:39][CH:34]=1, predict the reactants needed to synthesize it. (5) Given the product [F:11][C:12]1[CH:19]=[CH:18][CH:17]=[CH:16][C:13]=1[CH2:14][NH:15][C:2]1[CH:10]=[N:9][CH:8]=[CH:7][C:3]=1[C:4]([OH:6])=[O:5], predict the reactants needed to synthesize it. The reactants are: F[C:2]1[CH:10]=[N:9][CH:8]=[CH:7][C:3]=1[C:4]([OH:6])=[O:5].[F:11][C:12]1[CH:19]=[CH:18][CH:17]=[CH:16][C:13]=1[CH2:14][NH2:15].